This data is from Full USPTO retrosynthesis dataset with 1.9M reactions from patents (1976-2016). The task is: Predict the reactants needed to synthesize the given product. Given the product [N:1]1[CH:6]=[CH:5][CH:4]=[C:3]([C:7]2[CH:11]=[C:10]([C:12]([F:15])([F:13])[F:14])[N:9]([C:16]3[N:21]=[N:20][C:19]([NH2:22])=[CH:18][CH:17]=3)[N:8]=2)[CH:2]=1.[Br:32][C:33]1[CH:34]=[N:35][CH:36]=[C:37]([CH:40]=1)[C:38]([NH:22][C:19]1[N:20]=[N:21][C:16]([N:9]2[C:10]([C:12]([F:15])([F:13])[F:14])=[CH:11][C:7]([C:3]3[CH:2]=[N:1][CH:6]=[CH:5][CH:4]=3)=[N:8]2)=[CH:17][CH:18]=1)=[O:42], predict the reactants needed to synthesize it. The reactants are: [N:1]1[CH:6]=[CH:5][CH:4]=[C:3]([C:7]2[CH:11]=[C:10]([C:12]([F:15])([F:14])[F:13])[N:9]([C:16]3[N:21]=[N:20][C:19]([NH2:22])=[CH:18][CH:17]=3)[N:8]=2)[CH:2]=1.C(N(CC)C(C)C)(C)C.[Br:32][C:33]1[CH:34]=[N:35][CH:36]=[C:37]([CH:40]=1)[CH2:38]Cl.C(=O)(O)[O-:42].[Na+].